This data is from Full USPTO retrosynthesis dataset with 1.9M reactions from patents (1976-2016). The task is: Predict the reactants needed to synthesize the given product. (1) Given the product [CH3:24][C:23]1[C:14]([NH:13][C@@H:10]2[CH2:11][CH2:12][NH:8][CH2:9]2)=[N:15][C:16]2[C:21](=[CH:20][CH:19]=[CH:18][C:17]=2[C:25]2[NH:33][C:32]3[CH2:31][CH2:30][NH:29][C:28](=[O:34])[C:27]=3[CH:26]=2)[N:22]=1, predict the reactants needed to synthesize it. The reactants are: C(OC([N:8]1[CH2:12][CH2:11][C@@H:10]([NH:13][C:14]2[C:23]([CH3:24])=[N:22][C:21]3[C:16](=[C:17]([C:25]4[NH:33][C:32]5[CH2:31][CH2:30][NH:29][C:28](=[O:34])[C:27]=5[CH:26]=4)[CH:18]=[CH:19][CH:20]=3)[N:15]=2)[CH2:9]1)=O)(C)(C)C.C(O)(C(F)(F)F)=O. (2) Given the product [CH3:39][O:38][C:32]1[CH:31]=[C:30]2[C:35]([CH2:36][CH2:37][C:27]3[C:26]([C:40]([NH2:42])=[O:41])=[C:25]([NH:24][C:14]([NH2:16])=[O:15])[S:29][C:28]=32)=[CH:34][CH:33]=1, predict the reactants needed to synthesize it. The reactants are: NC1SC2C3C(CC=2C=1[C:14]([NH2:16])=[O:15])=CC=CC=3.FC(F)(F)C(O)=O.[NH2:24][C:25]1[S:29][C:28]2[C:30]3[C:35]([CH2:36][CH2:37][C:27]=2[C:26]=1[C:40]([NH2:42])=[O:41])=[CH:34][CH:33]=[C:32]([O:38][CH3:39])[CH:31]=3. (3) Given the product [Cl:1][C:2]1[CH:7]=[CH:6][C:5]([C:8]2[CH:16]=[CH:15][C:11]([C:12]([OH:14])=[O:13])=[CH:10][N:9]=2)=[CH:4][CH:3]=1, predict the reactants needed to synthesize it. The reactants are: [Cl:1][C:2]1[CH:7]=[CH:6][C:5]([C:8]2[CH:16]=[CH:15][C:11]([C:12]([O-:14])=[O:13])=[CH:10][N:9]=2)=[CH:4][CH:3]=1.[Li+].[OH-].OS([O-])(=O)=O.[Na+].